Dataset: Merck oncology drug combination screen with 23,052 pairs across 39 cell lines. Task: Regression. Given two drug SMILES strings and cell line genomic features, predict the synergy score measuring deviation from expected non-interaction effect. (1) Drug 1: CC(C)CC(NC(=O)C(Cc1ccccc1)NC(=O)c1cnccn1)B(O)O. Drug 2: CCc1c2c(nc3ccc(O)cc13)-c1cc3c(c(=O)n1C2)COC(=O)C3(O)CC. Cell line: A375. Synergy scores: synergy=26.8. (2) Synergy scores: synergy=13.6. Drug 2: Cn1c(=O)n(-c2ccc(C(C)(C)C#N)cc2)c2c3cc(-c4cnc5ccccc5c4)ccc3ncc21. Cell line: A2780. Drug 1: O=C(CCCCCCC(=O)Nc1ccccc1)NO. (3) Drug 1: CC1(c2nc3c(C(N)=O)cccc3[nH]2)CCCN1. Drug 2: Cn1c(=O)n(-c2ccc(C(C)(C)C#N)cc2)c2c3cc(-c4cnc5ccccc5c4)ccc3ncc21. Cell line: HT144. Synergy scores: synergy=19.9. (4) Drug 1: O=S1(=O)NC2(CN1CC(F)(F)F)C1CCC2Cc2cc(C=CCN3CCC(C(F)(F)F)CC3)ccc2C1. Drug 2: Cn1c(=O)n(-c2ccc(C(C)(C)C#N)cc2)c2c3cc(-c4cnc5ccccc5c4)ccc3ncc21. Cell line: OV90. Synergy scores: synergy=22.7.